This data is from Full USPTO retrosynthesis dataset with 1.9M reactions from patents (1976-2016). The task is: Predict the reactants needed to synthesize the given product. (1) Given the product [CH2:7]([C:10]1[CH:15]=[CH:14][CH:13]=[CH:12][N:11]=1)[C:2]1[CH:3]=[CH:4][CH:5]=[CH:6][N:1]=1, predict the reactants needed to synthesize it. The reactants are: [N:1]1[CH:6]=[CH:5][CH:4]=[CH:3][C:2]=1[CH3:7].C([C:10]1[CH:15]=[CH:14][CH:13]=[CH:12][N:11]=1)=C.[Na].C1(C=CC(O)=CC=1)O. (2) The reactants are: [Cl:1][C:2]1[C:3](=[O:28])[N:4]([CH2:18][C:19]2[CH:20]=[C:21]3[C:25](=[CH:26][CH:27]=2)[NH:24][CH2:23][CH2:22]3)[CH:5]=[CH:6][C:7]=1[O:8][CH2:9][C:10]1[CH:15]=[CH:14][C:13]([F:16])=[CH:12][C:11]=1[F:17].[C:29]([O:32][C:33]([C:36](Cl)=[O:37])([CH3:35])[CH3:34])(=[O:31])[CH3:30].[CH2:39](N(CC)CC)C. Given the product [C:29]([O:32][C:33]([CH3:35])([CH3:34])[C:36]([N:24]1[C:25]2[C:21](=[CH:20][C:19]([CH2:18][N:4]3[C:5]([CH3:39])=[CH:6][C:7]([O:8][CH2:9][C:10]4[CH:15]=[CH:14][C:13]([F:16])=[CH:12][C:11]=4[F:17])=[C:2]([Cl:1])[C:3]3=[O:28])=[CH:27][CH:26]=2)[CH2:22][CH2:23]1)=[O:37])(=[O:31])[CH3:30], predict the reactants needed to synthesize it. (3) Given the product [F:11][C:12]1[CH:32]=[C:31]([N:33]2[CH2:34][CH2:35][N:36]([S:7]([C:1]3[CH:6]=[CH:5][CH:4]=[CH:3][CH:2]=3)(=[O:9])=[O:8])[CH2:37][CH2:38]2)[CH:30]=[CH:29][C:13]=1[O:14][C:15]1[C:24]2[C:19](=[CH:20][C:21]([O:27][CH3:28])=[C:22]([O:25][CH3:26])[CH:23]=2)[N:18]=[CH:17][CH:16]=1, predict the reactants needed to synthesize it. The reactants are: [C:1]1([S:7](Cl)(=[O:9])=[O:8])[CH:6]=[CH:5][CH:4]=[CH:3][CH:2]=1.[F:11][C:12]1[CH:32]=[C:31]([N:33]2[CH2:38][CH2:37][NH:36][CH2:35][CH2:34]2)[CH:30]=[CH:29][C:13]=1[O:14][C:15]1[C:24]2[C:19](=[CH:20][C:21]([O:27][CH3:28])=[C:22]([O:25][CH3:26])[CH:23]=2)[N:18]=[CH:17][CH:16]=1.